This data is from Experimentally validated miRNA-target interactions with 360,000+ pairs, plus equal number of negative samples. The task is: Binary Classification. Given a miRNA mature sequence and a target amino acid sequence, predict their likelihood of interaction. The miRNA is mmu-miR-376c-3p with sequence AACAUAGAGGAAAUUUCACGU. The protein sequence of the target gene is MLSRAACSTSRRLVPALSVLGSRQKHSLPDLPYDYGALEPHINAQIMQLHHSKHHAAYVNNLNVAEEKYREALEKGDVTAQIALQPALKFNGGGHINHSIFWTNLSPNGGGEPQGELLEAIKRDFGSFAKFKEKLTAVSVGVQGSGWGWLGFNKEQGRLQIAACSNQDPLQGTTGLIPLLGIDVWEHAYYLQYKNVRPDYLKAIWNVINWENVTARYTACSK. Result: 0 (no interaction).